From a dataset of Forward reaction prediction with 1.9M reactions from USPTO patents (1976-2016). Predict the product of the given reaction. Given the reactants [Br:1][C:2]1[CH:3]=[CH:4][C:5]([O:11][CH2:12][C:13]2[CH:18]=[CH:17][C:16]([Cl:19])=[CH:15][CH:14]=2)=[C:6]([CH:8]2[CH2:10][O:9]2)[CH:7]=1.[Si]([C:24]#[N:25])(C)(C)C, predict the reaction product. The product is: [Br:1][C:2]1[CH:3]=[CH:4][C:5]([O:11][CH2:12][C:13]2[CH:18]=[CH:17][C:16]([Cl:19])=[CH:15][CH:14]=2)=[C:6]([CH:8]([NH:25][CH3:24])[CH2:10][OH:9])[CH:7]=1.